Dataset: Catalyst prediction with 721,799 reactions and 888 catalyst types from USPTO. Task: Predict which catalyst facilitates the given reaction. Reactant: O.[F-].C([N+](C)(C)C)C1C=CC=CC=1.[C:14]1([C:20]2([N:47]([CH3:49])[CH3:48])[CH2:25][CH2:24][CH:23]([CH2:26][O:27][CH2:28][C:29]3[C:37]4[C:32](=[CH:33][CH:34]=[C:35]([C:38]#[N:39])[CH:36]=4)[NH:31][C:30]=3[Si](CC)(CC)CC)[CH2:22][CH2:21]2)[CH:19]=[CH:18][CH:17]=[CH:16][CH:15]=1. Product: [C:14]1([C:20]2([N:47]([CH3:49])[CH3:48])[CH2:21][CH2:22][CH:23]([CH2:26][O:27][CH2:28][C:29]3[C:37]4[C:32](=[CH:33][CH:34]=[C:35]([C:38]#[N:39])[CH:36]=4)[NH:31][CH:30]=3)[CH2:24][CH2:25]2)[CH:15]=[CH:16][CH:17]=[CH:18][CH:19]=1. The catalyst class is: 7.